This data is from Reaction yield outcomes from USPTO patents with 853,638 reactions. The task is: Predict the reaction yield, written as a fraction of the theoretical maximum amount of product (1.0 means a 100% yield; for example, 0.34 means a 34% yield). (1) The reactants are Br[CH2:2][CH2:3][CH2:4][CH2:5][CH2:6][C:7]([NH:9][C@@H:10]1[CH2:15][CH2:14][CH2:13][CH2:12][C@@H:11]1[C:16]([N:18]1[C@@H:30]2[C@@H:21]([C@H:22]([C:31]3[CH:36]=[CH:35][CH:34]=[CH:33][CH:32]=3)[NH:23][C:24]3[CH:25]=[CH:26][CH:27]=[CH:28][C:29]=32)[CH2:20][CH2:19]1)=[O:17])=[O:8].[NH:37]1[CH2:42][CH2:41][O:40][CH2:39][CH2:38]1.C(=O)([O-])[O-].[K+].[K+].O. The catalyst is C(#N)C. The product is [N:37]1([CH2:2][CH2:3][CH2:4][CH2:5][CH2:6][C:7]([NH:9][C@@H:10]2[CH2:15][CH2:14][CH2:13][CH2:12][C@@H:11]2[C:16]([N:18]2[C@@H:30]3[C@@H:21]([C@H:22]([C:31]4[CH:36]=[CH:35][CH:34]=[CH:33][CH:32]=4)[NH:23][C:24]4[CH:25]=[CH:26][CH:27]=[CH:28][C:29]=43)[CH2:20][CH2:19]2)=[O:17])=[O:8])[CH2:42][CH2:41][O:40][CH2:39][CH2:38]1. The yield is 0.910. (2) The reactants are CO.C([O:10][C:11]1[C:12]([CH3:29])=[C:13]([CH3:28])[C:14]([NH:18][C:19](=[O:27])[CH2:20][C:21]2[CH:26]=[CH:25][CH:24]=[CH:23][CH:22]=2)=[N:15][C:16]=1[CH3:17])C1C=CC=CC=1. The catalyst is [Pd]. The product is [OH:10][C:11]1[C:12]([CH3:29])=[C:13]([CH3:28])[C:14]([NH:18][C:19](=[O:27])[CH2:20][C:21]2[CH:26]=[CH:25][CH:24]=[CH:23][CH:22]=2)=[N:15][C:16]=1[CH3:17]. The yield is 0.350. (3) The reactants are [F:1][CH:2]([F:15])[O:3][C:4]1[CH:11]=[CH:10][C:7]([CH:8]=O)=[CH:6][C:5]=1[O:12][CH2:13][CH3:14].[Li][N:17]([Si](C)(C)C)[Si](C)(C)C.B(F)(F)F.[CH3:30][S:31]([CH3:34])(=[O:33])=[O:32]. The catalyst is CO.C1COCC1. The product is [F:1][CH:2]([F:15])[O:3][C:4]1[CH:11]=[CH:10][C:7]([CH:8]([NH2:17])[CH2:30][S:31]([CH3:34])(=[O:33])=[O:32])=[CH:6][C:5]=1[O:12][CH2:13][CH3:14]. The yield is 0.100. (4) The reactants are [NH2:1][C:2]1[CH:7]=[CH:6][CH:5]=[CH:4][CH:3]=1.[C:8](#[N:11])[CH:9]=[CH2:10]. No catalyst specified. The product is [C:2]1([NH:1][CH2:10][CH2:9][C:8]#[N:11])[CH:7]=[CH:6][CH:5]=[CH:4][CH:3]=1. The yield is 0.784. (5) The reactants are [NH2:1][C:2]1[CH:3]=[C:4]([C:9]2[S:13][C:12]([N:14]3[CH2:20][CH2:19][CH2:18][NH:17][C:16](=[O:21])[CH2:15]3)=[N:11][CH:10]=2)[CH:5]=[C:6]([CH3:8])[CH:7]=1.Cl[C:23]1[N:28]=[C:27]([O:29][C@@H:30]2[CH2:34][CH2:33][N:32]([C:35]([O:37][C:38]([CH3:41])([CH3:40])[CH3:39])=[O:36])[CH2:31]2)[CH:26]=[CH:25][N:24]=1.CC(O)=O. The catalyst is O1CCOCC1.C(=O)(O)[O-].[Na+]. The product is [CH3:8][C:6]1[CH:7]=[C:2]([NH:1][C:23]2[N:28]=[C:27]([O:29][C@@H:30]3[CH2:34][CH2:33][N:32]([C:35]([O:37][C:38]([CH3:41])([CH3:40])[CH3:39])=[O:36])[CH2:31]3)[CH:26]=[CH:25][N:24]=2)[CH:3]=[C:4]([C:9]2[S:13][C:12]([N:14]3[CH2:20][CH2:19][CH2:18][NH:17][C:16](=[O:21])[CH2:15]3)=[N:11][CH:10]=2)[CH:5]=1. The yield is 0.260. (6) The reactants are [C:1]([CH2:4][CH2:5][NH:6][C:7]1[CH:12]=[CH:11][C:10]([C:13]2[CH:14]=[C:15]([C:23]3[CH:28]=[CH:27][C:26]([C:29]([O:31][CH2:32][CH3:33])=[O:30])=[CH:25][CH:24]=3)[CH:16]=[CH:17][C:18]=2[CH2:19][CH2:20][CH2:21]Br)=[CH:9][C:8]=1[C:34]([CH3:37])([CH3:36])[CH3:35])(=[O:3])[CH3:2].[CH:38]1([NH2:41])[CH2:40][CH2:39]1. No catalyst specified. The product is [C:1]([CH2:4][CH2:5][NH:6][C:7]1[CH:12]=[CH:11][C:10]([C:13]2[CH:14]=[C:15]([C:23]3[CH:28]=[CH:27][C:26]([C:29]([O:31][CH2:32][CH3:33])=[O:30])=[CH:25][CH:24]=3)[CH:16]=[CH:17][C:18]=2[CH2:19][CH2:20][CH2:21][NH:41][CH:38]2[CH2:40][CH2:39]2)=[CH:9][C:8]=1[C:34]([CH3:37])([CH3:36])[CH3:35])(=[O:3])[CH3:2]. The yield is 0.570.